Task: Predict the reactants needed to synthesize the given product.. Dataset: Full USPTO retrosynthesis dataset with 1.9M reactions from patents (1976-2016) Given the product [CH3:12][O:13][C:14]1[CH:22]=[CH:21][C:17]([C:18]([O:11][C:3]2[C:2]([NH:1][C:18](=[O:19])[C:17]3[CH:21]=[CH:22][C:14]([O:13][CH3:12])=[C:15]([C:23]([F:26])([F:24])[F:25])[CH:16]=3)=[CH:7][C:6]([O:8][CH3:9])=[CH:5][C:4]=2[Br:10])=[O:19])=[CH:16][C:15]=1[C:23]([F:26])([F:25])[F:24], predict the reactants needed to synthesize it. The reactants are: [NH2:1][C:2]1[CH:7]=[C:6]([O:8][CH3:9])[CH:5]=[C:4]([Br:10])[C:3]=1[OH:11].[CH3:12][O:13][C:14]1[CH:22]=[CH:21][C:17]([C:18](Cl)=[O:19])=[CH:16][C:15]=1[C:23]([F:26])([F:25])[F:24].